The task is: Binary Classification. Given a drug SMILES string, predict its activity (active/inactive) in a high-throughput screening assay against a specified biological target.. This data is from HIV replication inhibition screening data with 41,000+ compounds from the AIDS Antiviral Screen. The drug is N=C1NN(c2ccccc2)C(=O)C1C(=NNC(=O)c1cc2ccccc2cc1O)C(=O)Nc1nc([N+](=O)[O-])cs1. The result is 0 (inactive).